Predict the reactants needed to synthesize the given product. From a dataset of Full USPTO retrosynthesis dataset with 1.9M reactions from patents (1976-2016). Given the product [NH2:40][C:41]1[N:46]=[CH:45][C:44]([C:47]([N:14]2[CH2:13][CH2:12][C:11]3[C:16](=[CH:17][C:18]([O:19][CH3:20])=[C:9]([O:8][CH2:1][C:2]4[CH:7]=[CH:6][CH:5]=[CH:4][CH:3]=4)[CH:10]=3)[CH:15]2/[CH:21]=[CH:22]/[C:23]2[CH:28]=[C:27]([O:29][CH2:30][C:31]3[CH:32]=[CH:33][CH:34]=[CH:35][CH:36]=3)[C:26]([O:37][CH3:38])=[CH:25][C:24]=2[CH3:39])=[O:48])=[CH:43][CH:42]=1, predict the reactants needed to synthesize it. The reactants are: [CH2:1]([O:8][C:9]1[CH:10]=[C:11]2[C:16](=[CH:17][C:18]=1[O:19][CH3:20])[CH:15](/[CH:21]=[CH:22]/[C:23]1[CH:28]=[C:27]([O:29][CH2:30][C:31]3[CH:36]=[CH:35][CH:34]=[CH:33][CH:32]=3)[C:26]([O:37][CH3:38])=[CH:25][C:24]=1[CH3:39])[NH:14][CH2:13][CH2:12]2)[C:2]1[CH:7]=[CH:6][CH:5]=[CH:4][CH:3]=1.[NH2:40][C:41]1[N:46]=[CH:45][C:44]([C:47](O)=[O:48])=[CH:43][CH:42]=1.CCN(C(C)C)C(C)C.CN(C(ON1N=NC2C=CC=NC1=2)=[N+](C)C)C.F[P-](F)(F)(F)(F)F.